Task: Predict the reactants needed to synthesize the given product.. Dataset: Retrosynthesis with 50K atom-mapped reactions and 10 reaction types from USPTO Given the product O=C(CCCCCCCCCCSC(c1ccccc1)(c1ccccc1)c1ccccc1)NCCOCCOCCNC(=O)CNc1ccc([N+](=O)[O-])cc1[N+](=O)[O-], predict the reactants needed to synthesize it. The reactants are: NCCOCCOCCNC(=O)CCCCCCCCCCSC(c1ccccc1)(c1ccccc1)c1ccccc1.O=C(O)CNc1ccc([N+](=O)[O-])cc1[N+](=O)[O-].